This data is from Retrosynthesis with 50K atom-mapped reactions and 10 reaction types from USPTO. The task is: Predict the reactants needed to synthesize the given product. (1) The reactants are: COC(=O)c1cnc(C2CCN(C(=O)OC(C)(C)C)CC2)cn1. Given the product COC(=O)c1cnc(C2CCNCC2)cn1, predict the reactants needed to synthesize it. (2) Given the product CCOc1c(F)cccc1C=O, predict the reactants needed to synthesize it. The reactants are: CCI.O=Cc1cccc(F)c1O. (3) The reactants are: COC(=O)c1ccc(-c2cnc(NN)nn2)cc1.O=CC1(c2ccc3ncccc3c2)CC1. Given the product COC(=O)c1ccc(-c2cnc3nnc(C4(c5ccc6ncccc6c5)CC4)n3n2)cc1, predict the reactants needed to synthesize it. (4) Given the product CC(=O)C1(O)C=CC=CC1C(=O)OC1OC(=O)c2ccccc21, predict the reactants needed to synthesize it. The reactants are: CC(=O)C1(O)C=CC=CC1C(=O)O.O=C1OC(Br)c2ccccc21. (5) The reactants are: CCCc1nn(-c2ccc(C(F)(F)F)cn2)cc1C=O.CCOC(=O)CP(=O)(OCC)OCC. Given the product CCCc1nn(-c2ccc(C(F)(F)F)cn2)cc1/C=C/C(=O)OCC, predict the reactants needed to synthesize it. (6) Given the product Cc1cccc(-c2cccc(-n3c(=O)c4c(n3C)[C@]3(C)CC[C@H]4C3(C)C)c2)c1, predict the reactants needed to synthesize it. The reactants are: Cc1cccc(B(O)O)c1.Cn1c2c(c(=O)n1-c1cccc(I)c1)C1CCC2(C)C1(C)C.